Dataset: Forward reaction prediction with 1.9M reactions from USPTO patents (1976-2016). Task: Predict the product of the given reaction. (1) Given the reactants O1CCCC1.[F:6][C:7]([F:27])([F:26])[C:8]1[CH:13]=[CH:12][C:11]([NH:14][C:15](=[O:25])[CH2:16][C@@H:17](OS(C)(=O)=O)[CH2:18][CH3:19])=[CH:10][CH:9]=1.O1CCCC1.C([Mg]Cl)(C)(C)C, predict the reaction product. The product is: [CH2:18]([C@H:17]1[N:14]([C:11]2[CH:12]=[CH:13][C:8]([C:7]([F:27])([F:26])[F:6])=[CH:9][CH:10]=2)[C:15](=[O:25])[CH2:16]1)[CH3:19]. (2) Given the reactants [Br:1][C:2]1[CH:3]=[C:4]2[C:8](=[CH:9][CH:10]=1)[NH:7][N:6]=[C:5]2[CH2:11][OH:12], predict the reaction product. The product is: [Br:1][C:2]1[CH:3]=[C:4]2[C:8](=[CH:9][CH:10]=1)[NH:7][N:6]=[C:5]2[CH:11]=[O:12]. (3) Given the reactants C(OC([N:8]([C:16]1[C:21]([C:22]2[O:23][C:24]([C:27]3[CH:32]=[CH:31][CH:30]=[CH:29][CH:28]=3)=[N:25][N:26]=2)=[N:20][C:19](Br)=[CH:18][N:17]=1)C(=O)OC(C)(C)C)=O)(C)(C)C.[NH:34]1[CH2:37][CH:36]([NH:38]C(=O)OC(C)(C)C)[CH2:35]1.CCN(C(C)C)C(C)C.FC(F)(F)C(O)=O, predict the reaction product. The product is: [NH2:38][CH:36]1[CH2:37][N:34]([C:19]2[N:20]=[C:21]([C:22]3[O:23][C:24]([C:27]4[CH:28]=[CH:29][CH:30]=[CH:31][CH:32]=4)=[N:25][N:26]=3)[C:16]([NH2:8])=[N:17][CH:18]=2)[CH2:35]1. (4) Given the reactants [CH:1](=O)[C:2]1[C:3](=[CH:5][CH:6]=[CH:7][CH:8]=1)[OH:4].[CH3:10][O-:11].[Na+].S(=O)(=O)(O)O, predict the reaction product. The product is: [OH:4][C:3]1[CH:5]=[CH:6][CH:7]=[CH:8][C:2]=1[CH:1]=[C:1]1[CH2:2][CH2:3][O:4][C:10]1=[O:11]. (5) Given the reactants [OH:1][CH2:2][C:3]([CH2:8][OH:9])([CH3:7])[C:4]([OH:6])=[O:5].CO[CH:12](OC)[C:13]1[CH:18]=[CH:17][CH:16]=[CH:15][CH:14]=1.O.C1(C)C=CC(S(O)(=O)=O)=CC=1, predict the reaction product. The product is: [CH3:7][C:3]1([C:4]([OH:6])=[O:5])[CH2:8][O:9][CH:12]([C:13]2[CH:18]=[CH:17][CH:16]=[CH:15][CH:14]=2)[O:1][CH2:2]1. (6) Given the reactants [O:1]=[C:2]1[NH:7][CH:6]([C:8]2[CH:9]=[C:10]([CH:13]=[CH:14][CH:15]=2)[C:11]#[N:12])[C:5]([C:16]2[CH:21]=[CH:20][CH:19]=[CH:18][CH:17]=2)=[C:4]([C:22]2[CH:27]=[CH:26][CH:25]=[CH:24][CH:23]=2)[NH:3]1.[NH2:28][OH:29].Cl.C([O-])([O-])=O.[Na+].[Na+], predict the reaction product. The product is: [OH:29][NH:28][C:11](=[NH:12])[C:10]1[CH:13]=[CH:14][CH:15]=[C:8]([CH:6]2[C:5]([C:16]3[CH:21]=[CH:20][CH:19]=[CH:18][CH:17]=3)=[C:4]([C:22]3[CH:23]=[CH:24][CH:25]=[CH:26][CH:27]=3)[NH:3][C:2](=[O:1])[NH:7]2)[CH:9]=1.